Dataset: Reaction yield outcomes from USPTO patents with 853,638 reactions. Task: Predict the reaction yield, written as a fraction of the theoretical maximum amount of product (1.0 means a 100% yield; for example, 0.34 means a 34% yield). (1) The reactants are [CH2:1]([O:8][C:9]([N:11]1[CH2:15][CH2:14][CH2:13][C@H:12]1[C:16]([OH:18])=O)=[O:10])[C:2]1[CH:7]=[CH:6][CH:5]=[CH:4][CH:3]=1.Cl.[NH2:20][CH2:21][C:22]([C:24]1[CH:29]=[CH:28][C:27]([Br:30])=[CH:26][CH:25]=1)=[O:23].CCN(C(C)C)C(C)C.CN(C(ON1N=NC2C=CC=NC1=2)=[N+](C)C)C.F[P-](F)(F)(F)(F)F. The catalyst is C(Cl)Cl.O. The product is [Br:30][C:27]1[CH:26]=[CH:25][C:24]([C:22](=[O:23])[CH2:21][NH:20][C:16]([C@@H:12]2[CH2:13][CH2:14][CH2:15][N:11]2[C:9]([O:8][CH2:1][C:2]2[CH:3]=[CH:4][CH:5]=[CH:6][CH:7]=2)=[O:10])=[O:18])=[CH:29][CH:28]=1. The yield is 0.810. (2) The catalyst is C1COCC1. The product is [Br:23][C:24]1[CH:25]=[CH:26][C:27]([CH2:30][NH:31][C:32]([NH:1][C:2]2[CH:11]=[CH:10][CH:9]=[C:8]3[C:3]=2[CH:4]=[C:5]([C:12]([O:14][CH3:15])=[O:13])[N:6]=[CH:7]3)=[O:33])=[CH:28][CH:29]=1. The yield is 0.850. The reactants are [NH2:1][C:2]1[CH:11]=[CH:10][CH:9]=[C:8]2[C:3]=1[CH:4]=[C:5]([C:12]([O:14][CH3:15])=[O:13])[N:6]=[CH:7]2.C1(C)C=CC=CC=1.[Br:23][C:24]1[CH:29]=[CH:28][C:27]([CH2:30][N:31]=[C:32]=[O:33])=[CH:26][CH:25]=1. (3) The reactants are C([NH:5][S:6]([C:9]1[CH:14]=[CH:13][CH:12]=[C:11]([C:15]2[N:20]=[C:19]([C:21]3[CH:26]=[C:25]([C:27]4[CH:32]=[CH:31][C:30]([C:33]([F:36])([F:35])[F:34])=[CH:29][CH:28]=4)[CH:24]=[C:23]([CH3:37])[N:22]=3)[CH:18]=[CH:17][N:16]=2)[CH:10]=1)(=[O:8])=[O:7])(C)(C)C.C(O)(C(F)(F)F)=O. The catalyst is ClCCl. The product is [CH3:37][C:23]1[N:22]=[C:21]([C:19]2[CH:18]=[CH:17][N:16]=[C:15]([C:11]3[CH:10]=[C:9]([S:6]([NH2:5])(=[O:7])=[O:8])[CH:14]=[CH:13][CH:12]=3)[N:20]=2)[CH:26]=[C:25]([C:27]2[CH:32]=[CH:31][C:30]([C:33]([F:35])([F:34])[F:36])=[CH:29][CH:28]=2)[CH:24]=1. The yield is 0.460. (4) The reactants are Br[C:2]1[CH:7]=[CH:6][C:5]([Cl:8])=[CH:4][CH:3]=1.[NH2:9][CH2:10][CH:11]1[CH2:16][CH2:15][NH:14][CH2:13][CH2:12]1. The product is [Cl:8][C:5]1[CH:6]=[CH:7][C:2]([NH:9][CH2:10][CH:11]2[CH2:16][CH2:15][NH:14][CH2:13][CH2:12]2)=[CH:3][CH:4]=1. No catalyst specified. The yield is 0.620. (5) The reactants are C(OC([C:6]1[NH:7][C:8]([CH3:21])=[C:9]([C:12]2[CH:17]=[CH:16][C:15]([C:18]([OH:20])=[O:19])=[CH:14][CH:13]=2)[C:10]=1[CH3:11])=O)C.[OH-].[K+].Cl.C(=O)=O. The catalyst is C(OCC)(=O)C.CCCCCC.C(O)(=O)C.O.C(O)CO. The product is [CH3:21][C:8]1[NH:7][CH:6]=[C:10]([CH3:11])[C:9]=1[C:12]1[CH:17]=[CH:16][C:15]([C:18]([OH:20])=[O:19])=[CH:14][CH:13]=1. The yield is 0.990.